This data is from Catalyst prediction with 721,799 reactions and 888 catalyst types from USPTO. The task is: Predict which catalyst facilitates the given reaction. (1) Reactant: [F:1][C:2]([F:20])([F:19])[CH2:3][C:4]1[NH:5][C:6]2[C:11]([CH:12]=1)=[C:10]([C:13]([F:16])([F:15])[F:14])[C:9]([C:17]#[N:18])=[CH:8][CH:7]=2.C([O-])([O-])=O.[Cs+].[Cs+].Br[CH2:28][C:29]([NH2:31])=[O:30].CC#N. Product: [C:17]([C:9]1[C:10]([C:13]([F:16])([F:15])[F:14])=[C:11]2[C:6](=[CH:7][CH:8]=1)[N:5]([CH2:28][C:29]([NH2:31])=[O:30])[C:4]([CH2:3][C:2]([F:1])([F:19])[F:20])=[CH:12]2)#[N:18]. The catalyst class is: 25. (2) Reactant: [C:1]([O:5][C:6](=[O:36])[CH:7]([NH:13][C:14](=[O:35])[CH2:15][CH2:16][CH2:17][CH2:18][CH2:19][CH2:20][CH2:21][CH2:22][CH2:23][CH2:24][CH2:25][CH2:26][CH2:27][CH2:28][CH2:29][C:30]1[N:31]=[N:32][NH:33][N:34]=1)[CH2:8][CH2:9][C:10]([OH:12])=[O:11])([CH3:4])([CH3:3])[CH3:2].C(N(C(C)C)CC)(C)C.[B-](F)(F)(F)F.CN(C(O[N:59]1[C:64](=[O:65])[CH2:63][CH2:62][C:60]1=[O:61])=[N+](C)C)C. Product: [O:61]=[C:60]1[CH2:62][CH2:63][C:64](=[O:65])[N:59]1[O:11][C:10](=[O:12])[CH2:9][CH2:8][CH:7]([NH:13][C:14](=[O:35])[CH2:15][CH2:16][CH2:17][CH2:18][CH2:19][CH2:20][CH2:21][CH2:22][CH2:23][CH2:24][CH2:25][CH2:26][CH2:27][CH2:28][CH2:29][C:30]1[N:31]=[N:32][NH:33][N:34]=1)[C:6]([O:5][C:1]([CH3:4])([CH3:2])[CH3:3])=[O:36]. The catalyst class is: 1.